Dataset: Forward reaction prediction with 1.9M reactions from USPTO patents (1976-2016). Task: Predict the product of the given reaction. (1) Given the reactants [NH2:1][CH2:2][C@H:3]([OH:7])[CH:4]([CH3:6])[CH3:5].C([O-])([O-])=O.[K+].[K+].[Br:14][C:15]1[CH:16]=[C:17]([CH:22]=[CH:23][C:24]=1[CH2:25]Br)[C:18]([O:20][CH3:21])=[O:19], predict the reaction product. The product is: [Br:14][C:15]1[CH:16]=[C:17]([CH:22]=[CH:23][C:24]=1[CH2:25][NH:1][CH2:2][C@H:3]([OH:7])[CH:4]([CH3:6])[CH3:5])[C:18]([O:20][CH3:21])=[O:19]. (2) Given the reactants C1CCN(C(N=NC(N2CCCCC2)=O)=O)CC1.[CH3:19][O:20][C:21]1[N:26]=[C:25]([CH2:27][CH2:28]O)[CH:24]=[CH:23][CH:22]=1.[C:30]1(=[O:40])[NH:34][C:33](=[O:35])[C:32]2=[CH:36][CH:37]=[CH:38][CH:39]=[C:31]12.C(P(CCCC)CCCC)CCC, predict the reaction product. The product is: [CH3:19][O:20][C:21]1[N:26]=[C:25]([CH2:27][CH2:28][N:34]2[C:30](=[O:40])[C:31]3[C:32](=[CH:36][CH:37]=[CH:38][CH:39]=3)[C:33]2=[O:35])[CH:24]=[CH:23][CH:22]=1. (3) Given the reactants [CH:1]1([C:4]2[C:5]3[N:6]([C:20](I)=[CH:21][N:22]=3)[CH:7]=[C:8]([C:10]3[CH:15]=[CH:14][C:13]([C:16]([F:19])([F:18])[F:17])=[CH:12][CH:11]=3)[CH:9]=2)[CH2:3][CH2:2]1.C[Si]([C:28]#[CH:29])(C)C, predict the reaction product. The product is: [CH:1]1([C:4]2[C:5]3[N:6]([C:20]([C:28]#[CH:29])=[CH:21][N:22]=3)[CH:7]=[C:8]([C:10]3[CH:15]=[CH:14][C:13]([C:16]([F:19])([F:18])[F:17])=[CH:12][CH:11]=3)[CH:9]=2)[CH2:3][CH2:2]1. (4) Given the reactants [C:1]1([CH2:7][CH2:8][C@H:9]([O:33][CH:34]2[CH2:39][CH2:38][CH2:37][CH2:36][O:35]2)/[CH:10]=[CH:11]/[C@@H:12]2[C@@H:24]3[C@@H:15]([O:16][C:17](=[O:25])[CH2:18][CH2:19][CH2:20][CH:21]=[CH:22][CH2:23]3)[CH2:14][C@H:13]2[O:26][CH:27]2[CH2:32][CH2:31][CH2:30][CH2:29][O:28]2)[CH:6]=[CH:5][CH:4]=[CH:3][CH:2]=1.[CH2:40]([NH2:42])[CH3:41].Cl, predict the reaction product. The product is: [CH2:40]([NH:42][C:17](=[O:25])[CH2:18][CH2:19][CH2:20]/[CH:21]=[CH:22]\[CH2:23][C@H:24]1[C@@H:15]([OH:16])[CH2:14][C@@H:13]([O:26][CH:27]2[CH2:32][CH2:31][CH2:30][CH2:29][O:28]2)[C@@H:12]1/[CH:11]=[CH:10]/[C@@H:9]([O:33][CH:34]1[CH2:39][CH2:38][CH2:37][CH2:36][O:35]1)[CH2:8][CH2:7][C:1]1[CH:6]=[CH:5][CH:4]=[CH:3][CH:2]=1)[CH3:41]. (5) The product is: [NH2:27][C:28]1[C:35]([C:36]([F:37])([F:38])[F:39])=[CH:34][C:31](/[CH:32]=[CH:11]/[C:12]([N:14]2[C@H:18]([CH2:19][C:20]3[CH:21]=[CH:22][CH:23]=[CH:24][CH:25]=3)[CH2:17][O:16][C:15]2=[O:26])=[O:13])=[CH:30][C:29]=1[Cl:40]. Given the reactants [H-].[Na+].C(OP([CH2:11][C:12]([N:14]1[C@H:18]([CH2:19][C:20]2[CH:25]=[CH:24][CH:23]=[CH:22][CH:21]=2)[CH2:17][O:16][C:15]1=[O:26])=[O:13])(=O)OCC)C.[NH2:27][C:28]1[C:35]([C:36]([F:39])([F:38])[F:37])=[CH:34][C:31]([CH:32]=O)=[CH:30][C:29]=1[Cl:40].[NH4+].[Cl-], predict the reaction product. (6) Given the reactants [Cl:1][C:2]1[N:7]=[C:6]([CH3:8])[C:5]([F:9])=[CH:4][N:3]=1.Cl[C:11]1N=C(Cl)C(F)=CN=1, predict the reaction product. The product is: [Cl:1][C:2]1[N:3]=[C:4]([CH3:11])[C:5]([F:9])=[C:6]([CH3:8])[N:7]=1.